Dataset: Catalyst prediction with 721,799 reactions and 888 catalyst types from USPTO. Task: Predict which catalyst facilitates the given reaction. (1) Reactant: [Br:1][C:2]1[CH:3]=[C:4](N)[CH:5]=[C:6]([Br:9])[C:7]=1[CH3:8].Cl.N([O-])=O.[Na+].[PH2](O)=O. Product: [Br:1][C:2]1[CH:3]=[CH:4][CH:5]=[C:6]([Br:9])[C:7]=1[CH3:8]. The catalyst class is: 6. (2) Reactant: [CH2:1]([N:3]([CH2:13][CH3:14])[C:4]1[CH:5]=[C:6]([OH:12])[C:7](=[CH:10][CH:11]=1)[CH:8]=O)[CH3:2].[CH3:15][N:16]([C:18]1[CH:23]=[CH:22][CH:21]=[CH:20][CH:19]=1)[NH2:17]. Product: [CH3:15][N:16]([C:18]1[CH:23]=[CH:22][CH:21]=[CH:20][CH:19]=1)[N:17]=[CH:8][C:7]1[C:6](=[CH:5][C:4]([N:3]([CH2:13][CH3:14])[CH2:1][CH3:2])=[CH:11][CH:10]=1)[OH:12]. The catalyst class is: 41. (3) Product: [C:1]([C:3]1[CH:4]=[C:5]([CH:9]=[CH:10][CH:11]=1)[C:6]([O:8][CH3:12])=[O:7])#[N:2]. Reactant: [C:1]([C:3]1[CH:4]=[C:5]([CH:9]=[CH:10][CH:11]=1)[C:6]([OH:8])=[O:7])#[N:2].[C:12](Cl)(=O)C(Cl)=O. The catalyst class is: 139. (4) Reactant: [Se](=O)=O.[OH:4][CH2:5][C:6]1[CH:7]=[C:8]([CH:11]=[CH:12][N:13]=1)[C:9]#[N:10].ClCCl. Product: [CH:5]([C:6]1[CH:7]=[C:8]([CH:11]=[CH:12][N:13]=1)[C:9]#[N:10])=[O:4]. The catalyst class is: 12.